This data is from Forward reaction prediction with 1.9M reactions from USPTO patents (1976-2016). The task is: Predict the product of the given reaction. (1) Given the reactants [F:1][C:2]1([F:43])[CH2:7][C@H:6]([O:8][C:9]2[C:14]([CH3:15])=[CH:13][C:12]([S:16]([N:19](CC3C=CC(OC)=CC=3OC)[C:20]3[S:21][CH:22]=[N:23][N:24]=3)(=[O:18])=[O:17])=[C:11]([F:36])[CH:10]=2)[C@@H:5]([C:37]2[N:41]([CH3:42])[N:40]=[CH:39][CH:38]=2)[CH2:4][CH2:3]1.C([SiH](CC)CC)C.FC(F)(F)C(O)=O, predict the reaction product. The product is: [F:43][C:2]1([F:1])[CH2:7][C@H:6]([O:8][C:9]2[C:14]([CH3:15])=[CH:13][C:12]([S:16]([NH:19][C:20]3[S:21][CH:22]=[N:23][N:24]=3)(=[O:17])=[O:18])=[C:11]([F:36])[CH:10]=2)[C@@H:5]([C:37]2[N:41]([CH3:42])[N:40]=[CH:39][CH:38]=2)[CH2:4][CH2:3]1. (2) Given the reactants [Br:1][C:2]1[CH:7]=[CH:6][CH:5]=[C:4]([Br:8])[CH:3]=1.C([N-]C(C)C)(C)C.[Li+].[I:17]I, predict the reaction product. The product is: [Br:1][C:2]1[CH:7]=[CH:6][CH:5]=[C:4]([Br:8])[C:3]=1[I:17]. (3) Given the reactants [C:1]([O:5][C:6](=[O:13])[NH:7][C:8]([CH3:12])([CH3:11])[CH:9]=O)([CH3:4])([CH3:3])[CH3:2].Cl.[CH3:15][O:16][C:17](=[O:20])[CH2:18][NH2:19].C([BH3-])#N.[Na+], predict the reaction product. The product is: [CH3:15][O:16][C:17](=[O:20])[CH2:18][NH:19][CH2:9][C:8]([NH:7][C:6]([O:5][C:1]([CH3:4])([CH3:3])[CH3:2])=[O:13])([CH3:12])[CH3:11].